Predict which catalyst facilitates the given reaction. From a dataset of Catalyst prediction with 721,799 reactions and 888 catalyst types from USPTO. (1) Reactant: [C:1]([N:4]1[C:12]2[C:7](=[CH:8][C:9]([Cl:13])=[CH:10][CH:11]=2)[C:6]([O:14]C(=O)C)=[CH:5]1)(=[O:3])[CH3:2].S([O-])([O-])=O.[Na+].[Na+]. Product: [C:1]([N:4]1[C:12]2[C:7](=[CH:8][C:9]([Cl:13])=[CH:10][CH:11]=2)[C:6]([OH:14])=[CH:5]1)(=[O:3])[CH3:2]. The catalyst class is: 6. (2) Reactant: [CH3:1][C:2]1[N:7]=[C:6]([C:8]2[CH:13]=[CH:12][CH:11]=[CH:10][CH:9]=2)[N:5]=[C:4]([C:14]([O:16][CH3:17])=[O:15])[CH:3]=1.[Br:18]Br. Product: [Br:18][CH2:1][C:2]1[N:7]=[C:6]([C:8]2[CH:13]=[CH:12][CH:11]=[CH:10][CH:9]=2)[N:5]=[C:4]([C:14]([O:16][CH3:17])=[O:15])[CH:3]=1. The catalyst class is: 15. (3) Reactant: [C:1]([O:5][C:6]([NH:8][CH2:9][C@H:10]1[CH2:15][CH2:14][C@H:13]([C:16]([NH:18][C@@H:19]([CH2:23][C:24]2[CH:29]=[CH:28][C:27]([C:30]3[CH:35]=[CH:34][C:33]([C:36](=[O:51])[NH:37][CH:38]4[CH2:43][CH2:42][N:41]([C:44]([O:46][C:47]([CH3:50])([CH3:49])[CH3:48])=[O:45])[CH2:40][CH2:39]4)=[CH:32][C:31]=3[CH3:52])=[CH:26][CH:25]=2)[C:20](O)=[O:21])=[O:17])[CH2:12][CH2:11]1)=[O:7])([CH3:4])([CH3:3])[CH3:2].Cl.[CH3:54][O:55][CH2:56][C:57]1[NH:61][C:60]([C:62]2[CH:68]=[CH:67][C:65]([NH2:66])=[CH:64][CH:63]=2)=[N:59][N:58]=1.C(NC(C)C)(C)C.F[P-](F)(F)(F)(F)F.CN(C(ON1C2=NC=CC=C2N=N1)=[N+](C)C)C. The catalyst class is: 35. Product: [C:1]([O:5][C:6]([NH:8][CH2:9][C@H:10]1[CH2:15][CH2:14][C@H:13]([C:16]([NH:18][C@H:19]([C:20]([NH:66][C:65]2[CH:67]=[CH:68][C:62]([C:60]3[NH:61][C:57]([CH2:56][O:55][CH3:54])=[N:58][N:59]=3)=[CH:63][CH:64]=2)=[O:21])[CH2:23][C:24]2[CH:29]=[CH:28][C:27]([C:30]3[CH:35]=[CH:34][C:33]([C:36]([NH:37][CH:38]4[CH2:39][CH2:40][N:41]([C:44]([O:46][C:47]([CH3:50])([CH3:49])[CH3:48])=[O:45])[CH2:42][CH2:43]4)=[O:51])=[CH:32][C:31]=3[CH3:52])=[CH:26][CH:25]=2)=[O:17])[CH2:12][CH2:11]1)=[O:7])([CH3:3])([CH3:2])[CH3:4]. (4) Product: [Cl:2][C:3]1[CH:4]=[CH:5][C:6]([CH3:31])=[C:7]([N:9]2[CH2:10][CH2:11][N:12]([C:15]([C@@H:17]3[C@@H:22]([C:23]4[CH:28]=[CH:27][C:26]([F:29])=[CH:25][C:24]=4[F:30])[CH2:21][CH2:20][N:19]([S:39]([C:35]4[CH:34]=[N:33][CH:38]=[CH:37][CH:36]=4)(=[O:41])=[O:40])[CH2:18]3)=[O:16])[CH2:13][CH2:14]2)[CH:8]=1. Reactant: Cl.[Cl:2][C:3]1[CH:4]=[CH:5][C:6]([CH3:31])=[C:7]([N:9]2[CH2:14][CH2:13][N:12]([C:15]([C@@H:17]3[C@@H:22]([C:23]4[CH:28]=[CH:27][C:26]([F:29])=[CH:25][C:24]=4[F:30])[CH2:21][CH2:20][NH:19][CH2:18]3)=[O:16])[CH2:11][CH2:10]2)[CH:8]=1.Cl.[N:33]1[CH:38]=[CH:37][CH:36]=[C:35]([S:39](Cl)(=[O:41])=[O:40])[CH:34]=1. The catalyst class is: 22. (5) Reactant: [NH2:1][C:2]1[CH:6]=[C:5]([C:7]2[CH:12]=[CH:11][CH:10]=[CH:9][CH:8]=2)[NH:4][N:3]=1.CC[O:15][C:16]([CH:18]([C:22]([CH3:24])=O)[C:19]([CH3:21])=O)=[O:17]. Product: [CH3:21][C:19]1[C:18]([C:16]([OH:17])=[O:15])=[C:22]([CH3:24])[N:3]2[N:4]=[C:5]([C:7]3[CH:12]=[CH:11][CH:10]=[CH:9][CH:8]=3)[CH:6]=[C:2]2[N:1]=1. The catalyst class is: 15. (6) Product: [OH:22][C:21]1[C:20]2[C:15](=[N:16][CH:17]=[CH:18][CH:19]=2)[N:14]([CH2:23][CH2:24][CH:25]([CH3:27])[CH3:26])[C:13](=[O:28])[C:12]=1[C:7]1[NH:6][C:5]2[CH:29]=[CH:30][C:2]([NH:1][C:31](=[O:33])[CH3:32])=[CH:3][C:4]=2[S:9](=[O:11])(=[O:10])[N:8]=1. The catalyst class is: 17. Reactant: [NH2:1][C:2]1[CH:30]=[CH:29][C:5]2[NH:6][C:7]([C:12]3[C:13](=[O:28])[N:14]([CH2:23][CH2:24][CH:25]([CH3:27])[CH3:26])[C:15]4[C:20]([C:21]=3[OH:22])=[CH:19][CH:18]=[CH:17][N:16]=4)=[N:8][S:9](=[O:11])(=[O:10])[C:4]=2[CH:3]=1.[C:31](OC(=O)C)(=[O:33])[CH3:32].O. (7) Reactant: C(OCC)(=O)C.[F:7][C:8]1[CH:9]=[C:10]([CH:14]=[C:15]([O:21][CH3:22])[C:16]=1[O:17][CH2:18][C:19]#[CH:20])[C:11](Cl)=[O:12].[CH3:23][CH:24]1[CH2:29][CH2:28][CH2:27][CH2:26][CH:25]1[NH2:30]. Product: [CH3:23][CH:24]1[CH2:29][CH2:28][CH2:27][CH2:26][CH:25]1[NH:30][C:11](=[O:12])[C:10]1[CH:14]=[C:15]([O:21][CH3:22])[C:16]([O:17][CH2:18][C:19]#[CH:20])=[C:8]([F:7])[CH:9]=1. The catalyst class is: 66. (8) Reactant: [CH:1]1([CH:4]([C:9]2[CH:14]=[CH:13][C:12]([OH:15])=[CH:11][CH:10]=2)[CH2:5][C:6]([OH:8])=[O:7])[CH2:3][CH2:2]1.[CH3:16]S(O)(=O)=O. Product: [CH:1]1([CH:4]([C:9]2[CH:14]=[CH:13][C:12]([OH:15])=[CH:11][CH:10]=2)[CH2:5][C:6]([O:8][CH3:16])=[O:7])[CH2:3][CH2:2]1. The catalyst class is: 5. (9) Reactant: [Cl:1][C:2]1[CH:3]=[C:4]([O:10][CH2:11][C:12]2[C:22]([F:23])=[CH:21][C:15]([C:16]([O:18]CC)=[O:17])=[C:14]([F:24])[CH:13]=2)[CH:5]=[N:6][C:7]=1[O:8][CH3:9].[OH-].[Li+].Cl. Product: [Cl:1][C:2]1[CH:3]=[C:4]([O:10][CH2:11][C:12]2[C:22]([F:23])=[CH:21][C:15]([C:16]([OH:18])=[O:17])=[C:14]([F:24])[CH:13]=2)[CH:5]=[N:6][C:7]=1[O:8][CH3:9]. The catalyst class is: 1. (10) Reactant: [NH2:1]OS(O)(=O)=O.[CH:7]1[C:16]2[C:11](=[CH:12][CH:13]=[CH:14][CH:15]=2)[CH:10]=[CH:9][N:8]=1.C(=O)([O-])[O-].[K+].[K+].[IH:23]. Product: [I-:23].[NH2:1][N+:8]1[CH:9]=[CH:10][C:11]2[C:16](=[CH:15][CH:14]=[CH:13][CH:12]=2)[CH:7]=1. The catalyst class is: 6.